Dataset: Catalyst prediction with 721,799 reactions and 888 catalyst types from USPTO. Task: Predict which catalyst facilitates the given reaction. (1) Product: [CH3:13][N:14]1[CH2:19][CH2:18][N:17]([C:2]2[CH:3]=[C:4]([CH2:8][C:9]([O:11][CH3:12])=[O:10])[CH:5]=[CH:6][CH:7]=2)[CH2:16][CH2:15]1. Reactant: Br[C:2]1[CH:3]=[C:4]([CH2:8][C:9]([O:11][CH3:12])=[O:10])[CH:5]=[CH:6][CH:7]=1.[CH3:13][N:14]1[CH2:19][CH2:18][NH:17][CH2:16][CH2:15]1.C(P(C(C)(C)C)C1C=CC=CC=1C1C=CC=CC=1)(C)(C)C.[O-]P([O-])([O-])=O.[K+].[K+].[K+]. The catalyst class is: 101. (2) Product: [O:25]1[CH2:26][CH:23]([N:20]2[CH2:21][CH2:22][N:17]([C:14]3[CH:13]=[CH:12][C:11]([C:9]4[NH:8][C:4]5[N:5]=[CH:6][N:7]=[C:2]([C:39]6[CH:40]=[CH:41][C:34]([O:33][CH:30]7[CH2:31][CH2:32][O:27][CH2:28][CH2:29]7)=[C:35]([CH:38]=6)[C:36]#[N:37])[C:3]=5[CH:10]=4)=[CH:16][CH:15]=3)[CH2:18][CH2:19]2)[CH2:24]1. Reactant: Cl[C:2]1[C:3]2[CH:10]=[C:9]([C:11]3[CH:16]=[CH:15][C:14]([N:17]4[CH2:22][CH2:21][N:20]([CH:23]5[CH2:26][O:25][CH2:24]5)[CH2:19][CH2:18]4)=[CH:13][CH:12]=3)[NH:8][C:4]=2[N:5]=[CH:6][N:7]=1.[O:27]1[CH2:32][CH2:31][CH:30]([O:33][C:34]2[CH:41]=[CH:40][C:39](B3OC(C)(C)C(C)(C)O3)=[CH:38][C:35]=2[C:36]#[N:37])[CH2:29][CH2:28]1.C([O-])([O-])=O.[Na+].[Na+].C(#N)C.O. The catalyst class is: 128. (3) Reactant: [C:1]([C:9]1[CH:23]=[CH:22][C:12]([O:13][CH2:14][CH2:15][O:16][CH2:17][CH2:18][N:19]([CH3:21])[CH3:20])=[CH:11][CH:10]=1)([CH2:4][C:5]([CH3:8])([CH3:7])[CH3:6])([CH3:3])[CH3:2].C(C(C)=O)C(C)C.[CH2:31]([Cl:38])[C:32]1[CH:37]=[CH:36][CH:35]=[CH:34][CH:33]=1. Product: [CH3:6][C:5]([CH2:4][C:1]([C:9]1[CH:23]=[CH:22][C:12]([O:13][CH2:14][CH2:15][O:16][CH2:17][CH2:18][N+:19]([CH2:31][C:32]2[CH:33]=[CH:34][CH:35]=[CH:36][CH:37]=2)([CH3:21])[CH3:20])=[CH:11][CH:10]=1)([CH3:2])[CH3:3])([CH3:8])[CH3:7].[Cl-:38]. The catalyst class is: 244. (4) The catalyst class is: 3. Reactant: Cl[CH2:2][CH2:3][CH2:4][C:5]([NH:7][C:8]1[CH:9]=[C:10]([C:18]([O:20][CH3:21])=[O:19])[CH:11]=[C:12]([CH:17]=1)[C:13]([O:15][CH3:16])=[O:14])=[O:6].[H-].[Na+]. Product: [O:6]=[C:5]1[CH2:4][CH2:3][CH2:2][N:7]1[C:8]1[CH:9]=[C:10]([C:18]([O:20][CH3:21])=[O:19])[CH:11]=[C:12]([CH:17]=1)[C:13]([O:15][CH3:16])=[O:14]. (5) Reactant: C([SiH](CC)CC)C.FC(F)(F)C(O)=O.[C:15]([S:19][S:20][CH2:21][C@H:22]1[C:26](=[O:27])[O:25][CH2:24][N:23]1[C:28]([O:30][CH2:31][CH:32]1[C:44]2[CH:43]=[CH:42][CH:41]=[CH:40][C:39]=2[C:38]2[C:33]1=[CH:34][CH:35]=[CH:36][CH:37]=2)=[O:29])([CH3:18])([CH3:17])[CH3:16]. Product: [CH:34]1[C:33]2[CH:32]([CH2:31][O:30][C:28]([N:23]([CH3:24])[C@@H:22]([CH2:21][S:20][S:19][C:15]([CH3:17])([CH3:16])[CH3:18])[C:26]([OH:27])=[O:25])=[O:29])[C:44]3[C:39](=[CH:40][CH:41]=[CH:42][CH:43]=3)[C:38]=2[CH:37]=[CH:36][CH:35]=1. The catalyst class is: 4. (6) Product: [Cl:1][C:2]1[CH:7]=[C:6]([C:8]2[C:9](=[O:19])[O:10][C:11]3([CH2:18][CH2:17][CH2:16][CH2:15][CH2:14]3)[C:12]=2[OH:13])[C:5]([CH3:20])=[CH:4][C:3]=1[C:21]1[CH:26]=[CH:25][CH:24]=[C:23]([NH:27][S:28]([CH2:31][CH2:32][N:34]([CH3:35])[CH3:33])(=[O:30])=[O:29])[CH:22]=1. Reactant: [Cl:1][C:2]1[CH:7]=[C:6]([C:8]2[C:9](=[O:19])[O:10][C:11]3([CH2:18][CH2:17][CH2:16][CH2:15][CH2:14]3)[C:12]=2[OH:13])[C:5]([CH3:20])=[CH:4][C:3]=1[C:21]1[CH:26]=[CH:25][CH:24]=[C:23]([NH:27][S:28]([CH:31]=[CH2:32])(=[O:30])=[O:29])[CH:22]=1.[CH3:33][NH:34][CH3:35]. The catalyst class is: 8.